This data is from Catalyst prediction with 721,799 reactions and 888 catalyst types from USPTO. The task is: Predict which catalyst facilitates the given reaction. (1) Reactant: [CH:1](=O)[CH3:2].[CH2:4]([Mg]Cl)[C:5]1[CH:10]=[CH:9][CH:8]=[CH:7][CH:6]=1.[CH3:13][NH2:14]. Product: [CH3:13][NH:14][CH:1]([CH2:4][C:5]1[CH:10]=[CH:9][CH:8]=[CH:7][CH:6]=1)[CH3:2]. The catalyst class is: 28. (2) Reactant: [CH:1]1[C:6]2[NH:7][C:8](=O)[CH2:9][CH2:10][O:11][C:5]=2[CH:4]=[CH:3][CH:2]=1.B. Product: [CH:1]1[C:6]2[NH:7][CH2:8][CH2:9][CH2:10][O:11][C:5]=2[CH:4]=[CH:3][CH:2]=1. The catalyst class is: 1. (3) Reactant: [BH4-].[Na+].[OH-].[Na+].O.[CH3:6][CH2:7][C:8](=[O:14])[CH2:9][C:10](=[O:13])[CH2:11][CH3:12]. Product: [CH3:6][CH2:7][CH:8]([OH:14])[CH2:9][CH:10]([OH:13])[CH2:11][CH3:12]. The catalyst class is: 5. (4) Reactant: [Br:1][C:2]1[CH:3]=[C:4]([NH2:8])[CH:5]=[N:6][CH:7]=1.C(N(C(C)C)CC)(C)C.[CH3:18][O:19][C:20]1[CH:21]=[C:22]([CH:26]=[CH:27][CH:28]=1)[C:23](Cl)=[O:24]. Product: [Br:1][C:2]1[CH:3]=[C:4]([NH:8][C:23](=[O:24])[C:22]2[CH:26]=[CH:27][CH:28]=[C:20]([O:19][CH3:18])[CH:21]=2)[CH:5]=[N:6][CH:7]=1. The catalyst class is: 96. (5) Reactant: [Cl:1][C:2]1[CH:10]=[C:9]2[C:5]([CH:6]=[CH:7][NH:8]2)=[CH:4][CH:3]=1.C([BH3-])#N.[Na+]. Product: [Cl:1][C:2]1[CH:10]=[C:9]2[C:5]([CH2:6][CH2:7][NH:8]2)=[CH:4][CH:3]=1. The catalyst class is: 342. (6) Reactant: [CH:1]1[C:14]2[C:5](=[CH:6][C:7]3[C:12]([C:13]=2[C:15]([N:17]2[CH2:22][CH2:21][CH:20]([N:23]4[CH2:39][CH2:38][CH2:37][C:25]5([C:29](=[O:30])[N:28]([CH2:31][C:32]([O:34]C)=[O:33])[CH:27]([CH3:36])[CH2:26]5)[CH2:24]4)[CH2:19][CH2:18]2)=[O:16])=[CH:11][CH:10]=[CH:9][CH:8]=3)[CH:4]=[CH:3][CH:2]=1.[OH-].[Na+].Cl. Product: [CH:1]1[C:14]2[C:5](=[CH:6][C:7]3[C:12]([C:13]=2[C:15]([N:17]2[CH2:18][CH2:19][CH:20]([N:23]4[CH2:39][CH2:38][CH2:37][C:25]5([C:29](=[O:30])[N:28]([CH2:31][C:32]([OH:34])=[O:33])[CH:27]([CH3:36])[CH2:26]5)[CH2:24]4)[CH2:21][CH2:22]2)=[O:16])=[CH:11][CH:10]=[CH:9][CH:8]=3)[CH:4]=[CH:3][CH:2]=1. The catalyst class is: 36. (7) Reactant: [H-].[Na+].[CH3:3][C:4]1[CH:5]=[C:6]2[C:10](=[CH:11][CH:12]=1)[NH:9][C:8](=[O:13])[C:7]12[C:17]2=[CH:18][C:19]3[O:23][CH2:22][O:21][C:20]=3[CH:24]=[C:16]2[O:15][CH2:14]1.Br[CH2:26][C:27]1[O:28][C:29]([C:32]([F:35])([F:34])[F:33])=[CH:30][CH:31]=1. Product: [CH3:3][C:4]1[CH:5]=[C:6]2[C:10](=[CH:11][CH:12]=1)[N:9]([CH2:26][C:27]1[O:28][C:29]([C:32]([F:35])([F:34])[F:33])=[CH:30][CH:31]=1)[C:8](=[O:13])[C:7]12[C:17]2=[CH:18][C:19]3[O:23][CH2:22][O:21][C:20]=3[CH:24]=[C:16]2[O:15][CH2:14]1. The catalyst class is: 9.